This data is from Forward reaction prediction with 1.9M reactions from USPTO patents (1976-2016). The task is: Predict the product of the given reaction. Given the reactants Cl[C:2]1[N:7]=[C:6]([Cl:8])[N:5]=[C:4]([CH3:9])[N:3]=1.[NH2:10][C@@H:11]1[C:19]2[C:14](=[CH:15][CH:16]=[CH:17][CH:18]=2)[CH2:13][CH2:12]1.CCN(C(C)C)C(C)C.O, predict the reaction product. The product is: [Cl:8][C:6]1[N:5]=[C:4]([CH3:9])[N:3]=[C:2]([NH:10][C@@H:11]2[C:19]3[C:14](=[CH:15][CH:16]=[CH:17][CH:18]=3)[CH2:13][CH2:12]2)[N:7]=1.